Dataset: NCI-60 drug combinations with 297,098 pairs across 59 cell lines. Task: Regression. Given two drug SMILES strings and cell line genomic features, predict the synergy score measuring deviation from expected non-interaction effect. Drug 1: C1CCC(C1)C(CC#N)N2C=C(C=N2)C3=C4C=CNC4=NC=N3. Drug 2: C1=CC(=CC=C1CCCC(=O)O)N(CCCl)CCCl. Cell line: CAKI-1. Synergy scores: CSS=44.7, Synergy_ZIP=-2.37, Synergy_Bliss=0.960, Synergy_Loewe=1.63, Synergy_HSA=4.86.